Dataset: NCI-60 drug combinations with 297,098 pairs across 59 cell lines. Task: Regression. Given two drug SMILES strings and cell line genomic features, predict the synergy score measuring deviation from expected non-interaction effect. (1) Drug 1: CC12CCC3C(C1CCC2=O)CC(=C)C4=CC(=O)C=CC34C. Drug 2: CN1C2=C(C=C(C=C2)N(CCCl)CCCl)N=C1CCCC(=O)O.Cl. Cell line: PC-3. Synergy scores: CSS=39.8, Synergy_ZIP=-1.72, Synergy_Bliss=-1.71, Synergy_Loewe=-10.2, Synergy_HSA=-0.0972. (2) Drug 1: C1=CC(=CC=C1CC(C(=O)O)N)N(CCCl)CCCl.Cl. Drug 2: CCN(CC)CCNC(=O)C1=C(NC(=C1C)C=C2C3=C(C=CC(=C3)F)NC2=O)C. Cell line: HCC-2998. Synergy scores: CSS=9.48, Synergy_ZIP=1.16, Synergy_Bliss=2.97, Synergy_Loewe=-0.429, Synergy_HSA=-0.926. (3) Drug 2: C1=NC2=C(N=C(N=C2N1C3C(C(C(O3)CO)O)O)F)N. Cell line: SW-620. Synergy scores: CSS=34.6, Synergy_ZIP=-10.1, Synergy_Bliss=-3.25, Synergy_Loewe=-3.54, Synergy_HSA=-2.60. Drug 1: CC(CN1CC(=O)NC(=O)C1)N2CC(=O)NC(=O)C2. (4) Drug 1: CC1=CC=C(C=C1)C2=CC(=NN2C3=CC=C(C=C3)S(=O)(=O)N)C(F)(F)F. Drug 2: C1=NNC2=C1C(=O)NC=N2. Cell line: OVCAR-5. Synergy scores: CSS=15.4, Synergy_ZIP=-7.80, Synergy_Bliss=-2.08, Synergy_Loewe=1.53, Synergy_HSA=2.05.